From a dataset of Full USPTO retrosynthesis dataset with 1.9M reactions from patents (1976-2016). Predict the reactants needed to synthesize the given product. (1) Given the product [CH3:2][C:3]([CH3:4])=[CH:29][C@@H:31]1[CH2:35][N:34]([C:36]([O:38][C:39]([CH3:42])([CH3:41])[CH3:40])=[O:37])[C:33](=[O:43])[CH2:32]1, predict the reactants needed to synthesize it. The reactants are: [Li][CH2:2][CH2:3][CH2:4]C.[I-].C([P+](C1C=CC=CC=1)(C1C=CC=CC=1)C1C=CC=CC=1)(C)C.[CH:29]([C@@H:31]1[CH2:35][N:34]([C:36]([O:38][C:39]([CH3:42])([CH3:41])[CH3:40])=[O:37])[C:33](=[O:43])[CH2:32]1)=O.[NH4+].[Cl-]. (2) The reactants are: C([N:8](CC1C=CC=CC=1)[CH2:9][C:10]([F:17])([F:16])[C:11]([O:13]CC)=[O:12])C1C=CC=CC=1.Cl.[CH3:26][CH2:27]O. Given the product [CH2:26]([CH:9]([NH2:8])[C:10]([F:16])([F:17])[C:11]([OH:13])=[O:12])[CH3:27], predict the reactants needed to synthesize it. (3) Given the product [CH3:1][O:2][C:3]1[CH:4]=[C:5]([O:21][C:22]2[CH:23]=[CH:24][C:25]([S:28]([CH3:31])(=[O:29])=[O:30])=[CH:26][CH:27]=2)[CH:6]=[C:7]2[C:11]=1[NH:10][C:9]([C:12]1[S:13][CH:14]([CH2:17][C:18]([NH2:34])=[O:20])[CH2:15][N:16]=1)=[CH:8]2, predict the reactants needed to synthesize it. The reactants are: [CH3:1][O:2][C:3]1[CH:4]=[C:5]([O:21][C:22]2[CH:27]=[CH:26][C:25]([S:28]([CH3:31])(=[O:30])=[O:29])=[CH:24][CH:23]=2)[CH:6]=[C:7]2[C:11]=1[NH:10][C:9]([C:12]1[S:13][CH:14]([CH2:17][C:18]([OH:20])=O)[CH2:15][N:16]=1)=[CH:8]2.[NH4+].O[N:34]1C2C=CC=CC=2N=N1.Cl.C(N=C=NCCCN(C)C)C. (4) The reactants are: Br[C:2]1[N:27]=[C:5]2[CH:6]=[C:7]([NH:10][C:11]([C:13]3[N:17]([CH3:18])[N:16]=[CH:15][C:14]=3[C:19]([N:21]3[CH2:26][CH2:25][O:24][CH2:23][CH2:22]3)=[O:20])=[O:12])[CH:8]=[CH:9][N:4]2[N:3]=1.[NH:28]1[CH2:32][CH2:31][CH2:30][C:29]1=[O:33].C(=O)([O-])[O-].[Cs+].[Cs+]. Given the product [O:33]=[C:29]1[CH2:30][CH2:31][CH2:32][N:28]1[C:2]1[N:27]=[C:5]2[CH:6]=[C:7]([NH:10][C:11]([C:13]3[N:17]([CH3:18])[N:16]=[CH:15][C:14]=3[C:19]([N:21]3[CH2:26][CH2:25][O:24][CH2:23][CH2:22]3)=[O:20])=[O:12])[CH:8]=[CH:9][N:4]2[N:3]=1, predict the reactants needed to synthesize it.